This data is from Tyrosyl-DNA phosphodiesterase HTS with 341,365 compounds. The task is: Binary Classification. Given a drug SMILES string, predict its activity (active/inactive) in a high-throughput screening assay against a specified biological target. The compound is O1c2cc(c3nn(cc3C(=O)Nc3c([N+]([O-])=O)cc(cc3)C)CCC#N)ccc2OCC1. The result is 0 (inactive).